This data is from Forward reaction prediction with 1.9M reactions from USPTO patents (1976-2016). The task is: Predict the product of the given reaction. (1) The product is: [F:1][C:2]1[C:7]([F:8])=[CH:6][CH:5]=[C:4]([O:9][CH2:19][CH2:18][O:17][CH3:16])[C:3]=1[C:10]([OH:11])=[O:13]. Given the reactants [F:1][C:2]1[CH:3]=[C:4]([OH:9])[CH:5]=[CH:6][C:7]=1[F:8].[C:10](=[O:13])([O-])[O-:11].[Cs+].[Cs+].[CH3:16][O:17][CH2:18][CH2:19]Br.O, predict the reaction product. (2) Given the reactants [NH2:1][C:2]12[C:20](=[O:21])[C:19]3[C:14](=[CH:15][CH:16]=[CH:17][C:18]=3[NH:22][C:23](=[O:25])[CH3:24])[C:3]1([OH:26])[O:4][C:5]1[CH:10]=[C:9]([CH:11]([CH3:13])[CH3:12])[CH:8]=[CH:7][C:6]=12.[C:27](O)(=[O:29])[CH3:28], predict the reaction product. The product is: [OH:26][C:3]12[C:14]3[C:19](=[C:18]([NH:22][C:23](=[O:25])[CH3:24])[CH:17]=[CH:16][CH:15]=3)[C:20](=[O:21])[C:2]1([NH:1][C:27](=[O:29])[CH3:28])[C:6]1[CH:7]=[CH:8][C:9]([CH:11]([CH3:13])[CH3:12])=[CH:10][C:5]=1[O:4]2. (3) Given the reactants [Mg].[F:2][C:3]1[CH:8]=[C:7]([F:9])[C:6]([F:10])=[CH:5][C:4]=1Br.[C:12]([N:19]1[C:27]2[C:22](=[CH:23][CH:24]=[CH:25][CH:26]=2)[CH:21]=[C:20]1C=O)([O:14][C:15]([CH3:18])([CH3:17])[CH3:16])=[O:13].C(O)(=O)C[C:32](CC(O)=O)(C(O)=O)[OH:33], predict the reaction product. The product is: [C:15]([O:14][C:12]([N:19]1[C:27]2[C:22](=[CH:23][CH:24]=[CH:25][CH:26]=2)[C:21]([CH:32]([OH:33])[C:4]2[CH:5]=[C:6]([F:10])[C:7]([F:9])=[CH:8][C:3]=2[F:2])=[CH:20]1)=[O:13])([CH3:16])([CH3:17])[CH3:18].